Regression. Given two drug SMILES strings and cell line genomic features, predict the synergy score measuring deviation from expected non-interaction effect. From a dataset of NCI-60 drug combinations with 297,098 pairs across 59 cell lines. Drug 1: CC(CN1CC(=O)NC(=O)C1)N2CC(=O)NC(=O)C2. Drug 2: CC1=C(N=C(N=C1N)C(CC(=O)N)NCC(C(=O)N)N)C(=O)NC(C(C2=CN=CN2)OC3C(C(C(C(O3)CO)O)O)OC4C(C(C(C(O4)CO)O)OC(=O)N)O)C(=O)NC(C)C(C(C)C(=O)NC(C(C)O)C(=O)NCCC5=NC(=CS5)C6=NC(=CS6)C(=O)NCCC[S+](C)C)O. Cell line: SNB-19. Synergy scores: CSS=17.3, Synergy_ZIP=-3.11, Synergy_Bliss=-1.15, Synergy_Loewe=-6.27, Synergy_HSA=0.776.